This data is from Full USPTO retrosynthesis dataset with 1.9M reactions from patents (1976-2016). The task is: Predict the reactants needed to synthesize the given product. (1) Given the product [CH2:12]([O:11][C:9]([CH2:8][C:5]1[CH:4]=[CH:3][C:2]([NH:1][C:22](=[O:23])/[CH:21]=[CH:20]/[C:19]2[C:15]([CH3:14])=[N:16][O:17][C:18]=2[C:25]2[CH:26]=[CH:27][CH:28]=[CH:29][CH:30]=2)=[CH:7][CH:6]=1)=[O:10])[CH3:13], predict the reactants needed to synthesize it. The reactants are: [NH2:1][C:2]1[CH:7]=[CH:6][C:5]([CH2:8][C:9]([O:11][CH2:12][CH3:13])=[O:10])=[CH:4][CH:3]=1.[CH3:14][C:15]1[C:19](/[CH:20]=[CH:21]/[C:22](O)=[O:23])=[C:18]([C:25]2[CH:30]=[CH:29][CH:28]=[CH:27][CH:26]=2)[O:17][N:16]=1.O.ON1C2C=CC=CC=2N=N1.Cl.C(N=C=NCCCN(C)C)C. (2) Given the product [C:1]1([CH:7]([S:13]([C:14]2[CH:15]=[CH:16][C:17]([C:20]([F:23])([F:21])[F:22])=[CH:18][CH:19]=2)=[O:25])[CH2:8][CH2:9][CH2:10][CH2:11][NH2:12])[CH:6]=[CH:5][CH:4]=[CH:3][CH:2]=1, predict the reactants needed to synthesize it. The reactants are: [C:1]1([CH:7]([S:13][C:14]2[CH:19]=[CH:18][C:17]([C:20]([F:23])([F:22])[F:21])=[CH:16][CH:15]=2)[CH2:8][CH2:9][CH2:10][CH2:11][NH2:12])[CH:6]=[CH:5][CH:4]=[CH:3][CH:2]=1.I([O-])(=O)(=O)=[O:25].[Na+]. (3) Given the product [Cl:32][C:30]1[CH:29]=[C:16]([CH:15]=[C:14]([NH:13][C:2]2[C:3]3[C:8](=[N:7][C:6]([CH3:12])=[CH:5][CH:4]=3)[N:9]=[CH:10][CH:11]=2)[CH:31]=1)[O:17][CH2:18][C:19]1[CH:20]=[CH:21][C:22]([C:23]([NH:25][CH3:26])=[O:24])=[CH:27][CH:28]=1, predict the reactants needed to synthesize it. The reactants are: Cl[C:2]1[CH:11]=[CH:10][N:9]=[C:8]2[C:3]=1[CH:4]=[CH:5][C:6]([CH3:12])=[N:7]2.[NH2:13][C:14]1[CH:15]=[C:16]([CH:29]=[C:30]([Cl:32])[CH:31]=1)[O:17][CH2:18][C:19]1[CH:28]=[CH:27][C:22]([C:23]([NH:25][CH3:26])=[O:24])=[CH:21][CH:20]=1. (4) Given the product [CH3:1][O:2][C:3]1[CH:4]=[C:5]2[C:10](=[C:11]3[CH2:15][C:14]([CH3:17])([CH3:16])[O:13][C:12]=13)[C:9]([C:18]1[CH:19]=[C:20]([N:24]3[C:33](=[O:34])[C:29]4[C:28](=[N:27][CH:32]=[CH:31][CH:30]=4)[C:36]3=[O:35])[CH:21]=[CH:22][CH:23]=1)=[N:8][C:7]([CH3:26])([CH3:25])[CH2:6]2, predict the reactants needed to synthesize it. The reactants are: [CH3:1][O:2][C:3]1[CH:4]=[C:5]2[C:10](=[C:11]3[CH2:15][C:14]([CH3:17])([CH3:16])[O:13][C:12]=13)[C:9]([C:18]1[CH:19]=[C:20]([NH2:24])[CH:21]=[CH:22][CH:23]=1)=[N:8][C:7]([CH3:26])([CH3:25])[CH2:6]2.[N:27]1[CH:32]=[CH:31][CH:30]=[C:29]2[C:33]([O:35][C:36](=O)[C:28]=12)=[O:34].C(OCC)C. (5) Given the product [CH2:1]([C:5]1[C:6]([CH3:14])=[C:7]([C:11]2[O:13][N:22]=[C:20]([C:19]3[CH:24]=[C:25]([CH3:26])[C:16]([OH:15])=[C:17]([CH3:27])[CH:18]=3)[N:21]=2)[S:8][C:9]=1[CH3:10])[CH:2]([CH3:3])[CH3:4], predict the reactants needed to synthesize it. The reactants are: [CH2:1]([C:5]1[C:6]([CH3:14])=[C:7]([C:11]([OH:13])=O)[S:8][C:9]=1[CH3:10])[CH:2]([CH3:4])[CH3:3].[OH:15][C:16]1[C:25]([CH3:26])=[CH:24][C:19]([C:20]([NH:22]O)=[NH:21])=[CH:18][C:17]=1[CH3:27]. (6) Given the product [CH3:25][C:24]1([C:27]2[CH:32]=[CH:31][CH:30]=[CH:29][CH:28]=2)[NH:1][C:2]2[C:15]3[C:14](=[O:16])[C:13]4[C:8]([C:7](=[O:17])[C:6]=3[CH:5]=[CH:4][C:3]=2[NH:18]1)=[CH:9][CH:10]=[CH:11][CH:12]=4, predict the reactants needed to synthesize it. The reactants are: [NH2:1][C:2]1[C:15]2[C:14](=[O:16])[C:13]3[C:8](=[CH:9][CH:10]=[CH:11][CH:12]=3)[C:7](=[O:17])[C:6]=2[CH:5]=[CH:4][C:3]=1[NH2:18].S(=O)(=O)(O)O.[C:24]([C:27]1[CH:32]=[CH:31][CH:30]=[CH:29][CH:28]=1)(=O)[CH3:25]. (7) The reactants are: [CH3:1][CH:2]1[CH2:7][NH:6][CH2:5][CH:4]([CH3:8])[NH:3]1.[Li]CCCC.C[Si](Cl)(C)C.[N+:19]([C:22]1[CH:30]=[CH:29][C:25]([C:26](Cl)=[O:27])=[CH:24][CH:23]=1)([O-:21])=[O:20]. Given the product [N+:19]([C:22]1[CH:23]=[CH:24][C:25]([C:26]([N:3]2[CH:4]([CH3:8])[CH2:5][NH:6][CH2:7][CH:2]2[CH3:1])=[O:27])=[CH:29][CH:30]=1)([O-:21])=[O:20], predict the reactants needed to synthesize it. (8) Given the product [Cl:36][C:23]1[CH:22]=[C:21]([NH:20][C:19]2[C:13]3[C:9]4[CH2:10][CH2:43][C:44]5[N:39]([CH2:40][CH:41]([OH:42])[CH2:53][OH:54])[N:4]=[CH:12][C:7]=5[C:8]=4[S:15][C:14]=3[N:16]=[CH:17][N:18]=2)[CH:26]=[CH:25][C:24]=1[O:27][CH2:28][C:29]1[CH:34]=[CH:33][CH:32]=[C:31]([F:35])[CH:30]=1, predict the reactants needed to synthesize it. The reactants are: C([N:4]1[C:12]2C[CH2:10][C:9]3[C:13]4[C:14](=[N:16][CH:17]=[N:18][C:19]=4[NH:20][C:21]4[CH:26]=[CH:25][C:24]([O:27][CH2:28][C:29]5[CH:34]=[CH:33][CH:32]=[C:31]([F:35])[CH:30]=5)=[C:23]([Cl:36])[CH:22]=4)[S:15][C:8]=3[C:7]=2C=N1)C=C.O.C[N+:39]1([O-])[CH2:44][CH2:43][O:42][CH2:41][CH2:40]1.S([O-])([O-])=O.[Na+].[Na+].C[C:53](C)=[O:54].